Dataset: NCI-60 drug combinations with 297,098 pairs across 59 cell lines. Task: Regression. Given two drug SMILES strings and cell line genomic features, predict the synergy score measuring deviation from expected non-interaction effect. Drug 1: CC1C(C(CC(O1)OC2CC(CC3=C2C(=C4C(=C3O)C(=O)C5=C(C4=O)C(=CC=C5)OC)O)(C(=O)C)O)N)O.Cl. Drug 2: CCN(CC)CCNC(=O)C1=C(NC(=C1C)C=C2C3=C(C=CC(=C3)F)NC2=O)C. Cell line: NCI-H460. Synergy scores: CSS=18.5, Synergy_ZIP=1.61, Synergy_Bliss=2.42, Synergy_Loewe=-33.3, Synergy_HSA=0.970.